Dataset: Catalyst prediction with 721,799 reactions and 888 catalyst types from USPTO. Task: Predict which catalyst facilitates the given reaction. Reactant: CC(OC(/N=N/C(OC(C)C)=O)=O)C.[F:15][C:16]([F:35])([F:34])[C:17]1[CH:22]=[C:21]([C:23]2[CH:28]=[CH:27][C:26]([S:29]([CH3:32])(=[O:31])=[O:30])=[CH:25][CH:24]=2)[NH:20][C:19](=[O:33])[CH:18]=1.[N:36]1[CH:41]=[CH:40][CH:39]=[CH:38][C:37]=1[CH2:42]O.C1(P(C2C=CC=CC=2)C2C=CC=CC=2)C=CC=CC=1. Product: [CH3:32][S:29]([C:26]1[CH:25]=[CH:24][C:23]([C:21]2[CH:22]=[C:17]([C:16]([F:15])([F:34])[F:35])[CH:18]=[C:19]([O:33][CH2:42][C:37]3[CH:38]=[CH:39][CH:40]=[CH:41][N:36]=3)[N:20]=2)=[CH:28][CH:27]=1)(=[O:30])=[O:31]. The catalyst class is: 22.